From a dataset of Volume of distribution at steady state (VDss) regression data from Lombardo et al.. Regression/Classification. Given a drug SMILES string, predict its absorption, distribution, metabolism, or excretion properties. Task type varies by dataset: regression for continuous measurements (e.g., permeability, clearance, half-life) or binary classification for categorical outcomes (e.g., BBB penetration, CYP inhibition). For this dataset (vdss_lombardo), we predict log10(VDss) (log10 of volume of distribution in L/kg). (1) The drug is C[NH+]1CCC23CCCCC2C1Cc1ccc(O)cc13. The log10(VDss) is 1.06. (2) The molecule is C=CC[NH+]1CCCC1CNC(=O)c1cc2n[nH]nc2cc1OC. The log10(VDss) is 0.200. (3) The drug is [NH3+]CCCCC(NC(=O)C(Cc1cc(Br)c([O-])c(Br)c1)NC(=O)N1CCC(N2Cc3ccccc3NC2=O)CC1)C(=O)N1CCN(c2cc[nH+]cc2)CC1. The log10(VDss) is -0.510. (4) The compound is O=C(CCCCCCC(=O)Nc1ccccc1)NO. The log10(VDss) is -0.300. (5) The compound is C=CC1=C(C)c2cc3[nH]c(cc4[nH+]c(cc5[nH]c(cc1[nH+]2)c(C)c5CCC(=O)OC)C(CCC(=O)[O-])=C4C)C1(C)C3=CC=C(C(=O)OC)C1C(=O)OC. The log10(VDss) is -0.290.